From a dataset of Full USPTO retrosynthesis dataset with 1.9M reactions from patents (1976-2016). Predict the reactants needed to synthesize the given product. (1) Given the product [C:8]([Si:12]([CH3:14])([CH3:13])[O:7][CH2:6][C:2]1[S:1][CH:5]=[CH:4][CH:3]=1)([CH3:11])([CH3:10])[CH3:9], predict the reactants needed to synthesize it. The reactants are: [S:1]1[CH:5]=[CH:4][CH:3]=[C:2]1[CH2:6][OH:7].[C:8]([Si:12](Cl)([CH3:14])[CH3:13])([CH3:11])([CH3:10])[CH3:9].C(N(C(C)C)CC)(C)C. (2) Given the product [Cl:1][C:2]1[CH:3]=[C:4]([CH:7]=[C:8]([O:10][C:11]2[C:16](=[O:17])[N:15]([CH2:18][C:19]3[N:20]=[N:21][C:22]([O:27][CH3:28])=[C:23]([CH:25]=[O:26])[CH:24]=3)[CH:14]=[N:13][C:12]=2[C:29]([F:32])([F:30])[F:31])[CH:9]=1)[C:5]#[N:6], predict the reactants needed to synthesize it. The reactants are: [Cl:1][C:2]1[CH:3]=[C:4]([CH:7]=[C:8]([O:10][C:11]2[C:16](=[O:17])[N:15]([CH2:18][C:19]3[N:20]=[N:21][C:22]([O:27][CH3:28])=[C:23]([CH2:25][OH:26])[CH:24]=3)[CH:14]=[N:13][C:12]=2[C:29]([F:32])([F:31])[F:30])[CH:9]=1)[C:5]#[N:6].O.